Dataset: Full USPTO retrosynthesis dataset with 1.9M reactions from patents (1976-2016). Task: Predict the reactants needed to synthesize the given product. (1) Given the product [CH:1]([NH:4][C:5]([N:7]1[CH2:8][CH2:9][CH:10]([CH2:13][CH2:14][O:15][C:16]2[CH:24]=[CH:23][CH:22]=[C:18]([C:19](=[O:21])[NH:25][CH:26]3[CH:27]4[CH2:35][CH:31]5[CH2:30][C:29]([OH:36])([CH2:34][CH:33]3[CH2:32]5)[CH2:28]4)[CH:17]=2)[CH2:11][CH2:12]1)=[O:6])([CH3:2])[CH3:3], predict the reactants needed to synthesize it. The reactants are: [CH:1]([NH:4][C:5]([N:7]1[CH2:12][CH2:11][CH:10]([CH2:13][CH2:14][O:15][C:16]2[CH:17]=[C:18]([CH:22]=[CH:23][CH:24]=2)[C:19]([OH:21])=O)[CH2:9][CH2:8]1)=[O:6])([CH3:3])[CH3:2].[NH2:25][CH:26]1[CH:33]2[CH2:34][C:29]3([OH:36])[CH2:30][CH:31]([CH2:35][CH:27]1[CH2:28]3)[CH2:32]2. (2) Given the product [Br:15][C:12]1[CH:13]=[CH:14][C:9]([C:7]2[CH2:6][CH2:5][CH2:4][N:1]=2)=[CH:10][CH:11]=1, predict the reactants needed to synthesize it. The reactants are: [N:1]([CH2:4][CH2:5][CH2:6][C:7]([C:9]1[CH:14]=[CH:13][C:12]([Br:15])=[CH:11][CH:10]=1)=O)=[N+]=[N-].C1(P(C2C=CC=CC=2)C2C=CC=CC=2)C=CC=CC=1. (3) Given the product [I:19][C:11]1[CH:13]=[CH:14][C:8]([CH2:7][C:4]2[CH:5]=[CH:6][N:1]=[CH:2][CH:3]=2)=[CH:9][CH:10]=1, predict the reactants needed to synthesize it. The reactants are: [N:1]1[CH:6]=[CH:5][C:4]([CH2:7][C:8]2[CH:14]=[CH:13][C:11](N)=[CH:10][CH:9]=2)=[CH:3][CH:2]=1.N([O-])=O.[Na+].[I:19]I. (4) Given the product [CH2:1]([O:8][N:9]1[C:10]2[N:11]=[CH:12][N:13]=[C:14]([CH3:21])[C:15]=2[C:16]([OH:18])=[C:23]([C:24]([O:26][CH2:27][CH3:28])=[O:25])[C:22]1=[O:29])[C:2]1[CH:7]=[CH:6][CH:5]=[CH:4][CH:3]=1, predict the reactants needed to synthesize it. The reactants are: [CH2:1]([O:8][N:9]([C:22](=[O:29])[CH2:23][C:24]([O:26][CH2:27][CH3:28])=[O:25])[C:10]1[C:15]([C:16]([O:18]CC)=O)=[C:14]([CH3:21])[N:13]=[CH:12][N:11]=1)[C:2]1[CH:7]=[CH:6][CH:5]=[CH:4][CH:3]=1.[O-]CC.[Na+].Cl.